From a dataset of Full USPTO retrosynthesis dataset with 1.9M reactions from patents (1976-2016). Predict the reactants needed to synthesize the given product. (1) Given the product [CH2:1]([O:3][C:4](=[O:21])[CH2:5][CH:6]1[CH2:11][CH2:10][N:9]([C:12]2[CH:17]=[CH:16][C:15]([NH2:18])=[CH:14][N:13]=2)[CH2:8][CH2:7]1)[CH3:2], predict the reactants needed to synthesize it. The reactants are: [CH2:1]([O:3][C:4](=[O:21])[CH2:5][CH:6]1[CH2:11][CH2:10][N:9]([C:12]2[CH:17]=[CH:16][C:15]([N+:18]([O-])=O)=[CH:14][N:13]=2)[CH2:8][CH2:7]1)[CH3:2].[H][H]. (2) Given the product [Cl:1][C:2]1[CH:3]=[CH:4][C:5]([O:17][CH2:18][CH3:19])=[C:6]([C:8]2[CH:13]=[CH:12][C:11]([C@H:14]([NH:16][S:35]([C:29]3[C:30]([CH3:34])=[N:31][N:32]([CH3:33])[C:28]=3[Cl:27])(=[O:36])=[O:37])[CH3:15])=[CH:10][CH:9]=2)[CH:7]=1, predict the reactants needed to synthesize it. The reactants are: [Cl:1][C:2]1[CH:3]=[CH:4][C:5]([O:17][CH2:18][CH3:19])=[C:6]([C:8]2[CH:13]=[CH:12][C:11]([CH:14]([NH2:16])[CH3:15])=[CH:10][CH:9]=2)[CH:7]=1.C(N(CC)CC)C.[Cl:27][C:28]1[N:32]([CH3:33])[N:31]=[C:30]([CH3:34])[C:29]=1[S:35](Cl)(=[O:37])=[O:36]. (3) Given the product [Br:1][C:2]1[C:6]2=[N:7][C:8]([C:11]3[O:12][C:15]([CH3:16])=[N:14][N:13]=3)=[CH:9][CH:10]=[C:5]2[O:4][CH:3]=1, predict the reactants needed to synthesize it. The reactants are: [Br:1][C:2]1[C:6]2=[N:7][C:8]([C:11]([NH:13][NH2:14])=[O:12])=[CH:9][CH:10]=[C:5]2[O:4][CH:3]=1.[C:15](OCC)(OCC)(OCC)[CH3:16].N12CCCN=C1CCCCC2. (4) Given the product [C:23]([O:22][C:20]([C:17]1[CH:18]=[CH:19][C:14]([CH2:13][C@@H:12]([C:27]([O:29][C:30]([CH3:33])([CH3:32])[CH3:31])=[O:28])[NH2:11])=[CH:15][CH:16]=1)=[O:21])([CH3:24])([CH3:26])[CH3:25], predict the reactants needed to synthesize it. The reactants are: C(OC([NH:11][C@H:12]([C:27]([O:29][C:30]([CH3:33])([CH3:32])[CH3:31])=[O:28])[CH2:13][C:14]1[CH:19]=[CH:18][C:17]([C:20]([O:22][C:23]([CH3:26])([CH3:25])[CH3:24])=[O:21])=[CH:16][CH:15]=1)=O)C1C=CC=CC=1.[H][H]. (5) Given the product [Br:1][CH:33]1[CH2:34][CH2:35][CH:30]([CH:27]2[CH2:28][CH2:29][CH:24]([CH2:22][CH3:23])[CH2:25][CH2:26]2)[CH2:31][CH2:32]1, predict the reactants needed to synthesize it. The reactants are: [Br:1]Br.C1(P(C2C=CC=CC=2)C2C=CC=CC=2)C=CC=CC=1.[CH2:22]([C@H:24]1[CH2:29][CH2:28][C@H:27]([CH:30]2[CH2:35][CH2:34][CH:33](O)[CH2:32][CH2:31]2)[CH2:26][CH2:25]1)[CH3:23]. (6) Given the product [Cl:19][C:13]1[CH:14]=[CH:15][CH:16]=[C:17]([Cl:18])[C:12]=1[C:4]1[N:3]=[C:2]([O:21][CH3:20])[C:7]([N+:8]([O-:10])=[O:9])=[C:6]([NH2:11])[CH:5]=1, predict the reactants needed to synthesize it. The reactants are: Cl[C:2]1[C:7]([N+:8]([O-:10])=[O:9])=[C:6]([NH2:11])[CH:5]=[C:4]([C:12]2[C:17]([Cl:18])=[CH:16][CH:15]=[CH:14][C:13]=2[Cl:19])[N:3]=1.[CH3:20][O-:21].[Na+].